Dataset: Forward reaction prediction with 1.9M reactions from USPTO patents (1976-2016). Task: Predict the product of the given reaction. (1) Given the reactants [CH:1]([C:3]1[CH:8]=[CH:7][C:6]([O:9][C:10]2[CH:11]=[CH:12][C:13]([C:16]([F:19])([F:18])[F:17])=[N:14][CH:15]=2)=[CH:5][CH:4]=1)=[CH2:2].B1C2CCCC1CCC2.C1C[O:32]CC1, predict the reaction product. The product is: [F:18][C:16]([F:19])([F:17])[C:13]1[N:14]=[CH:15][C:10]([O:9][C:6]2[CH:5]=[CH:4][C:3]([CH2:1][CH2:2][OH:32])=[CH:8][CH:7]=2)=[CH:11][CH:12]=1. (2) Given the reactants [NH:1]1[C:5]2[CH:6]=[CH:7][CH:8]=[C:9]([CH2:10][N:11]3[C:15]4[CH:16]=[CH:17][CH:18]=[CH:19][C:14]=4[N:13]([CH:20]4[CH2:25][CH2:24][N:23]([C:26]5[CH:31]=[C:30]([Cl:32])[CH:29]=[CH:28][C:27]=5[N+:33]([O-:35])=[O:34])[CH2:22][CH2:21]4)[C:12]3=[NH:36])[C:4]=2[N:3]=[N:2]1.[CH3:37][C:38]([O:41][C:42](O[C:42]([O:41][C:38]([CH3:40])([CH3:39])[CH3:37])=[O:43])=[O:43])([CH3:40])[CH3:39], predict the reaction product. The product is: [C:38]([O:41][C:42]([N:1]1[C:5]2[CH:6]=[CH:7][CH:8]=[C:9]([CH2:10][N:11]3[C:15]4[CH:16]=[CH:17][CH:18]=[CH:19][C:14]=4[N:13]([CH:20]4[CH2:25][CH2:24][N:23]([C:26]5[CH:31]=[C:30]([Cl:32])[CH:29]=[CH:28][C:27]=5[N+:33]([O-:35])=[O:34])[CH2:22][CH2:21]4)[C:12]3=[N:36][C:42]([O:41][C:38]([CH3:40])([CH3:39])[CH3:37])=[O:43])[C:4]=2[N:3]=[N:2]1)=[O:43])([CH3:40])([CH3:39])[CH3:37]. (3) Given the reactants [CH3:1][C:2]1[CH:7]=[CH:6][N:5]=[C:4]([CH2:8][C:9]([OH:11])=O)[CH:3]=1.C(N1C=CN=C1)(N1C=CN=C1)=O.CCN(C(C)C)C(C)C.[CH2:33]([O:35][C:36](=[O:48])[CH2:37][CH2:38][NH:39][CH2:40][CH2:41][C:42]1[CH:47]=[CH:46][CH:45]=[CH:44][CH:43]=1)[CH3:34], predict the reaction product. The product is: [CH2:33]([O:35][C:36](=[O:48])[CH2:37][CH2:38][N:39]([C:9](=[O:11])[CH2:8][C:4]1[CH:3]=[C:2]([CH3:1])[CH:7]=[CH:6][N:5]=1)[CH2:40][CH2:41][C:42]1[CH:47]=[CH:46][CH:45]=[CH:44][CH:43]=1)[CH3:34]. (4) Given the reactants [NH:1]1[C:9]2[C:4](=[CH:5][CH:6]=[CH:7][CH:8]=2)[C:3]([C:10]([OH:12])=O)=[N:2]1.[NH2:13][C:14]1[S:15][C:16]([CH3:19])=[CH:17][N:18]=1.O, predict the reaction product. The product is: [CH3:19][C:16]1[S:15][C:14]([NH:13][C:10]([C:3]2[C:4]3[C:9](=[CH:8][CH:7]=[CH:6][CH:5]=3)[NH:1][N:2]=2)=[O:12])=[N:18][CH:17]=1. (5) Given the reactants [CH3:1][O:2][C:3]1[C:4]([NH2:15])=[CH:5][C:6]([N:9]2[CH2:14][CH2:13][O:12][CH2:11][CH2:10]2)=[N:7][CH:8]=1.[C:16]([N:24]=[C:25]=[S:26])(=[O:23])[C:17]1[CH:22]=[CH:21][CH:20]=[CH:19][CH:18]=1.CCCCCC, predict the reaction product. The product is: [C:16]([NH:24][C:25]([NH:15][C:4]1[C:3]([O:2][CH3:1])=[CH:8][N:7]=[C:6]([N:9]2[CH2:14][CH2:13][O:12][CH2:11][CH2:10]2)[CH:5]=1)=[S:26])(=[O:23])[C:17]1[CH:22]=[CH:21][CH:20]=[CH:19][CH:18]=1. (6) Given the reactants [Cl:1][C:2]1[CH:7]=[CH:6][CH:5]=[CH:4][C:3]=1[C:8]1[NH:13][C:12](=O)[NH:11][C:10](=O)[CH:9]=1.O=P(Cl)(Cl)[Cl:18].[ClH:21].C(N(CC)CC)C.C(=O)(O)[O-].[Na+], predict the reaction product. The product is: [Cl:21][C:12]1[N:11]=[C:10]([Cl:18])[CH:9]=[C:8]([C:3]2[CH:4]=[CH:5][CH:6]=[CH:7][C:2]=2[Cl:1])[N:13]=1. (7) Given the reactants Br[C:2]1[CH:3]=[N:4][N:5]([CH3:7])[CH:6]=1.[Cl:8][C:9]1[C:17]([F:18])=[CH:16][C:15](B2OC(C)(C)C(C)(C)O2)=[CH:14][C:10]=1[C:11]([O-:13])=[O:12].[CH3:28]OC(=O)C1C=C(B2OC(C)(C)C(C)(C)O2)C=CC=1Cl.[F-].[Cs+], predict the reaction product. The product is: [Cl:8][C:9]1[C:17]([F:18])=[CH:16][C:15]([C:2]2[CH:3]=[N:4][N:5]([CH3:7])[CH:6]=2)=[CH:14][C:10]=1[C:11]([O:13][CH3:28])=[O:12]. (8) Given the reactants [OH:1][C@H:2]([CH2:35][O:36][C:37]1[CH:42]=[CH:41][C:40]([O:43][Si](C(C)C)(C2C=CC=CC=2)C2C=CC=CC=2)=[CH:39][CH:38]=1)[CH2:3][NH:4][CH2:5][CH2:6][C:7]1[CH:34]=[CH:33][C:10]([NH:11][CH:12]2[CH2:17][CH2:16][N:15]([C:18]([NH:20][C:21]3[CH:32]=[CH:31][C:24]([O:25][CH2:26][C:27]([O:29]C)=[O:28])=[CH:23][CH:22]=3)=[O:19])[CH2:14][CH2:13]2)=[CH:9][CH:8]=1, predict the reaction product. The product is: [OH:1][C@H:2]([CH2:35][O:36][C:37]1[CH:38]=[CH:39][C:40]([OH:43])=[CH:41][CH:42]=1)[CH2:3][NH:4][CH2:5][CH2:6][C:7]1[CH:8]=[CH:9][C:10]([NH:11][CH:12]2[CH2:13][CH2:14][N:15]([C:18]([NH:20][C:21]3[CH:22]=[CH:23][C:24]([O:25][CH2:26][C:27]([OH:29])=[O:28])=[CH:31][CH:32]=3)=[O:19])[CH2:16][CH2:17]2)=[CH:33][CH:34]=1. (9) Given the reactants Cl[C:2]1[N:7]=[C:6]([CH:8]([F:10])[F:9])[CH:5]=[C:4]([C:11]2[CH:12]=[N:13][C:14]([C:17]([F:20])([F:19])[F:18])=[CH:15][CH:16]=2)[N:3]=1.[Cl:21][C:22]1[CH:27]=[C:26](B(O)O)[CH:25]=[CH:24][N:23]=1, predict the reaction product. The product is: [Cl:21][C:22]1[CH:27]=[C:26]([C:2]2[N:7]=[C:6]([CH:8]([F:10])[F:9])[CH:5]=[C:4]([C:11]3[CH:12]=[N:13][C:14]([C:17]([F:20])([F:19])[F:18])=[CH:15][CH:16]=3)[N:3]=2)[CH:25]=[CH:24][N:23]=1. (10) Given the reactants CO[C:3](=[O:18])[C@@H:4]([NH:10][C:11]([O:13][C:14]([CH3:17])([CH3:16])[CH3:15])=[O:12])[C@H:5]([OH:9])[CH2:6][CH2:7][CH3:8].[CH2:19]([NH2:23])[CH:20]([CH3:22])[CH3:21], predict the reaction product. The product is: [C:14]([O:13][C:11](=[O:12])[NH:10][C@H:4]([C:3](=[O:18])[NH:23][CH2:19][CH:20]([CH3:22])[CH3:21])[C@H:5]([OH:9])[CH2:6][CH2:7][CH3:8])([CH3:15])([CH3:16])[CH3:17].